From a dataset of Catalyst prediction with 721,799 reactions and 888 catalyst types from USPTO. Predict which catalyst facilitates the given reaction. (1) Reactant: [C:1]([NH:4][C:5]1[N:9]([C:10]2[CH:15]=[C:14]([S:16][CH2:17][C:18]([F:21])([F:20])[F:19])[C:13]([CH3:22])=[CH:12][C:11]=2[F:23])[N:8]=[C:7]([O:24][C:25]([F:40])([F:39])[CH:26]([F:38])[O:27][C:28]([F:37])([F:36])[C:29]([F:35])([F:34])[C:30]([F:33])([F:32])[F:31])[CH:6]=1)(=O)C.[H-].[Na+].CI.O. Product: [F:23][C:11]1[CH:12]=[C:13]([CH3:22])[C:14]([S:16][CH2:17][C:18]([F:21])([F:20])[F:19])=[CH:15][C:10]=1[N:9]1[C:5]([NH:4][CH3:1])=[CH:6][C:7]([O:24][C:25]([F:40])([F:39])[CH:26]([F:38])[O:27][C:28]([F:36])([F:37])[C:29]([F:34])([F:35])[C:30]([F:32])([F:33])[F:31])=[N:8]1. The catalyst class is: 42. (2) Reactant: F[C:2]1[C:11]([N+:12]([O-:14])=[O:13])=[CH:10][CH:9]=[CH:8][C:3]=1[C:4]([O:6][CH3:7])=[O:5].C(=O)([O-])[O-].[K+].[K+].[CH3:21][NH2:22].C1COCC1. Product: [CH3:21][NH:22][C:2]1[C:11]([N+:12]([O-:14])=[O:13])=[CH:10][CH:9]=[CH:8][C:3]=1[C:4]([O:6][CH3:7])=[O:5]. The catalyst class is: 34.